Task: Predict the reactants needed to synthesize the given product.. Dataset: Full USPTO retrosynthesis dataset with 1.9M reactions from patents (1976-2016) (1) Given the product [N:20]1[CH:25]=[CH:24][C:23]([C:2]2[CH:7]=[CH:6][C:5]([S:8]([CH2:11][CH2:12][C:13]([O:15][C:16]([CH3:19])([CH3:18])[CH3:17])=[O:14])(=[O:10])=[O:9])=[CH:4][CH:3]=2)=[CH:22][CH:21]=1, predict the reactants needed to synthesize it. The reactants are: Br[C:2]1[CH:7]=[CH:6][C:5]([S:8]([CH2:11][CH2:12][C:13]([O:15][C:16]([CH3:19])([CH3:18])[CH3:17])=[O:14])(=[O:10])=[O:9])=[CH:4][CH:3]=1.[N:20]1[CH:25]=[CH:24][C:23](OB(O)O)=[CH:22][CH:21]=1.C(=O)([O-])[O-].[Na+].[Na+].C(COC)OC. (2) Given the product [OH:21][CH2:20][CH:17]1[CH2:18][CH2:19][N:14]([C:12]([O:11][C:7]([CH3:10])([CH3:9])[CH3:8])=[O:13])[CH2:15][CH2:16]1, predict the reactants needed to synthesize it. The reactants are: B.O1CCCC1.[C:7]([O:11][C:12]([N:14]1[CH2:19][CH2:18][CH:17]([C:20](O)=[O:21])[CH2:16][CH2:15]1)=[O:13])([CH3:10])([CH3:9])[CH3:8].C(=O)([O-])O.[Na+].O.